From a dataset of Forward reaction prediction with 1.9M reactions from USPTO patents (1976-2016). Predict the product of the given reaction. (1) The product is: [NH2:41][C:28]1[N:27]=[C:26]([CH3:25])[C:31]([C:18]2[CH:17]=[CH:16][C:15]([C:21]([F:24])([F:23])[F:22])=[C:14]([S:11]([NH:10][C:8]3[CH:7]=[CH:6][C:5]4[O:1][CH2:2][O:3][C:4]=4[CH:9]=3)(=[O:13])=[O:12])[CH:19]=2)=[CH:30][N:29]=1. Given the reactants [O:1]1[C:5]2[CH:6]=[CH:7][C:8]([NH:10][S:11]([C:14]3[CH:19]=[C:18](Cl)[CH:17]=[CH:16][C:15]=3[C:21]([F:24])([F:23])[F:22])(=[O:13])=[O:12])=[CH:9][C:4]=2[O:3][CH2:2]1.[CH3:25][C:26]1[C:31](B2OC(C)(C)C(C)(C)O2)=[CH:30][N:29]=[C:28]([NH2:41])[N:27]=1.C(Cl)Cl, predict the reaction product. (2) Given the reactants [Cl:1][C:2]1[N:7]=[C:6]([NH:8][C:9]2([C:12]([OH:14])=O)[CH2:11][CH2:10]2)[C:5]([Cl:15])=[CH:4][N:3]=1.CCN=C=NCCCN(C)C.C1C=CC2N(O)N=NC=2C=1.[NH2:37][C@@H:38]([C:41]1[CH:46]=[CH:45][CH:44]=[C:43]([Cl:47])[CH:42]=1)[CH2:39][OH:40].C(N(CC)CC)C, predict the reaction product. The product is: [Cl:47][C:43]1[CH:42]=[C:41]([CH:38]([NH:37][C:12]([C:9]2([NH:8][C:6]3[C:5]([Cl:15])=[CH:4][N:3]=[C:2]([Cl:1])[N:7]=3)[CH2:10][CH2:11]2)=[O:14])[CH2:39][OH:40])[CH:46]=[CH:45][CH:44]=1. (3) Given the reactants [CH2:1]([N:8]1[CH2:13][CH2:12][CH2:11][CH:10]([C:14]2[CH:19]=[CH:18][C:17]([NH:20][N:21]=C(C3C=CC=CC=3)C3C=CC=CC=3)=[CH:16][CH:15]=2)[CH2:9]1)[C:2]1[CH:7]=[CH:6][CH:5]=[CH:4][CH:3]=1.[ClH:35], predict the reaction product. The product is: [Cl-:35].[Cl-:35].[CH2:1]([NH+:8]1[CH2:13][CH2:12][CH2:11][CH:10]([C:14]2[CH:15]=[CH:16][C:17]([NH:20][NH3+:21])=[CH:18][CH:19]=2)[CH2:9]1)[C:2]1[CH:3]=[CH:4][CH:5]=[CH:6][CH:7]=1. (4) Given the reactants [C:1]([N:4]1[C:13]2[C:8](=[CH:9][C:10](Br)=[CH:11][CH:12]=2)[C@H:7]([NH:15][C:16](=[O:21])[O:17][CH:18]([CH3:20])[CH3:19])[CH2:6][C@@H:5]1[CH3:22])(=[O:3])[CH3:2].[CH2:23]([O:25][C:26]([C:28]1[CH:33]=[CH:32][C:31](B(O)O)=[CH:30][CH:29]=1)=[O:27])[CH3:24].C([O-])([O-])=O.[Na+].[Na+], predict the reaction product. The product is: [C:1]([N:4]1[C:13]2[C:8](=[CH:9][C:10]([C:31]3[CH:32]=[CH:33][C:28]([C:26]([O:25][CH2:23][CH3:24])=[O:27])=[CH:29][CH:30]=3)=[CH:11][CH:12]=2)[C@H:7]([NH:15][C:16]([O:17][CH:18]([CH3:20])[CH3:19])=[O:21])[CH2:6][C@@H:5]1[CH3:22])(=[O:3])[CH3:2]. (5) Given the reactants [F:1][C:2]1[CH:7]=[C:6](B2OC(C)(C)C(C)(C)O2)[CH:5]=[CH:4][C:3]=1[C:17]1[CH:18]=[N:19][C:20]([NH2:23])=[N:21][CH:22]=1.Br[C:25]1[CH:30]=[CH:29][CH:28]=[CH:27][C:26]=1[S:31]([C:34]1([C:39]([NH2:41])=[O:40])[CH2:38][CH2:37][CH2:36][CH2:35]1)(=[O:33])=[O:32], predict the reaction product. The product is: [NH2:23][C:20]1[N:21]=[CH:22][C:17]([C:3]2[CH:4]=[CH:5][C:6]([C:25]3[CH:30]=[CH:29][CH:28]=[CH:27][C:26]=3[S:31]([C:34]3([C:39]([NH2:41])=[O:40])[CH2:38][CH2:37][CH2:36][CH2:35]3)(=[O:33])=[O:32])=[CH:7][C:2]=2[F:1])=[CH:18][N:19]=1. (6) Given the reactants [CH:1]([N:5]1[C:13]2[C:8](=[CH:9][C:10]([N+:14]([O-])=O)=[CH:11][CH:12]=2)[CH2:7][C:6]1=[O:17])([CH2:3][CH3:4])[CH3:2].[Cl-].[NH4+], predict the reaction product. The product is: [NH2:14][C:10]1[CH:9]=[C:8]2[C:13](=[CH:12][CH:11]=1)[N:5]([CH:1]([CH2:3][CH3:4])[CH3:2])[C:6](=[O:17])[CH2:7]2.